From a dataset of Catalyst prediction with 721,799 reactions and 888 catalyst types from USPTO. Predict which catalyst facilitates the given reaction. Product: [CH2:1]([O:8][C:9]1[C:10]([C:41]([NH:83][CH2:82][C:79]2[CH:80]=[CH:81][C:76]([F:75])=[CH:77][CH:78]=2)=[O:42])=[N:11][C:12]([C:15]2[C:16]([N:35]([CH3:40])[S:36]([CH3:39])(=[O:37])=[O:38])=[CH:17][C:18]3[O:22][C:21]([C:23]4[CH:24]=[CH:25][C:26]([F:29])=[CH:27][CH:28]=4)=[C:20]([C:30](=[O:33])[NH:31][CH3:32])[C:19]=3[CH:34]=2)=[CH:13][CH:14]=1)[C:2]1[CH:3]=[CH:4][CH:5]=[CH:6][CH:7]=1. The catalyst class is: 18. Reactant: [CH2:1]([O:8][C:9]1[C:10]([C:41](O)=[O:42])=[N:11][C:12]([C:15]2[C:16]([N:35]([CH3:40])[S:36]([CH3:39])(=[O:38])=[O:37])=[CH:17][C:18]3[O:22][C:21]([C:23]4[CH:28]=[CH:27][C:26]([F:29])=[CH:25][CH:24]=4)=[C:20]([C:30](=[O:33])[NH:31][CH3:32])[C:19]=3[CH:34]=2)=[CH:13][CH:14]=1)[C:2]1[CH:7]=[CH:6][CH:5]=[CH:4][CH:3]=1.CN(C(ON1N=NC2C=CC=NC1=2)=[N+](C)C)C.F[P-](F)(F)(F)(F)F.CCN(CC)CC.[F:75][C:76]1[CH:81]=[CH:80][C:79]([CH2:82][NH2:83])=[CH:78][CH:77]=1.